From a dataset of NCI-60 drug combinations with 297,098 pairs across 59 cell lines. Regression. Given two drug SMILES strings and cell line genomic features, predict the synergy score measuring deviation from expected non-interaction effect. (1) Synergy scores: CSS=13.0, Synergy_ZIP=-12.4, Synergy_Bliss=-10.3, Synergy_Loewe=-40.0, Synergy_HSA=-11.9. Cell line: OVCAR-8. Drug 1: CN(C)N=NC1=C(NC=N1)C(=O)N. Drug 2: C1=NC2=C(N=C(N=C2N1C3C(C(C(O3)CO)O)O)F)N. (2) Synergy scores: CSS=2.44, Synergy_ZIP=0.325, Synergy_Bliss=-0.378, Synergy_Loewe=-7.05, Synergy_HSA=-2.77. Drug 2: C1CNP(=O)(OC1)N(CCCl)CCCl. Cell line: HCT116. Drug 1: COC1=NC(=NC2=C1N=CN2C3C(C(C(O3)CO)O)O)N. (3) Drug 1: CC1=C(C=C(C=C1)NC2=NC=CC(=N2)N(C)C3=CC4=NN(C(=C4C=C3)C)C)S(=O)(=O)N.Cl. Drug 2: CC12CCC(CC1=CCC3C2CCC4(C3CC=C4C5=CN=CC=C5)C)O. Cell line: SNB-75. Synergy scores: CSS=6.49, Synergy_ZIP=0.558, Synergy_Bliss=4.09, Synergy_Loewe=3.55, Synergy_HSA=3.73. (4) Synergy scores: CSS=4.98, Synergy_ZIP=4.46, Synergy_Bliss=1.67, Synergy_Loewe=1.15, Synergy_HSA=1.05. Drug 1: CN(C(=O)NC(C=O)C(C(C(CO)O)O)O)N=O. Drug 2: COC1=C2C(=CC3=C1OC=C3)C=CC(=O)O2. Cell line: HOP-92.